Predict the reaction yield, written as a fraction of the theoretical maximum amount of product (1.0 means a 100% yield; for example, 0.34 means a 34% yield). From a dataset of Reaction yield outcomes from USPTO patents with 853,638 reactions. (1) The reactants are [ClH:1].[NH2:2][CH2:3][CH2:4][C:5]1[C:13]2[S:12][C:11](=[O:14])[NH:10][C:9]=2[C:8]([OH:15])=[CH:7][CH:6]=1.C(O[CH2:25][CH2:26][S:27]([CH2:30][CH2:31][CH2:32][O:33][CH2:34][CH2:35][C:36]1[CH:41]=[CH:40][CH:39]=[CH:38][CH:37]=1)(=[O:29])=[O:28])(=O)C1C=CC=CC=1.C(N(CC)CC)C.Cl. The catalyst is CO. The product is [ClH:1].[OH:15][C:8]1[C:9]2[NH:10][C:11](=[O:14])[S:12][C:13]=2[C:5]([CH2:4][CH2:3][NH:2][CH2:25][CH2:26][S:27]([CH2:30][CH2:31][CH2:32][O:33][CH2:34][CH2:35][C:36]2[CH:37]=[CH:38][CH:39]=[CH:40][CH:41]=2)(=[O:29])=[O:28])=[CH:6][CH:7]=1. The yield is 0.540. (2) The reactants are [C:1]1([N:7]2[C:17]3[C:12](=[CH:13][CH:14]=[CH:15][CH:16]=3)[C:10](=O)[C:8]2=[O:9])[CH:6]=[CH:5][CH:4]=[CH:3][CH:2]=1.[NH2:18][C:19]1[CH:20]=[C:21]2[C:25](=[CH:26][CH:27]=1)[NH:24][CH:23]=[CH:22]2. No catalyst specified. The product is [NH:24]1[C:25]2[C:21](=[CH:20][C:19]([N:18]=[C:10]3[C:12]4[C:17](=[CH:16][CH:15]=[CH:14][CH:13]=4)[N:7]([C:1]4[CH:6]=[CH:5][CH:4]=[CH:3][CH:2]=4)[C:8]3=[O:9])=[CH:27][CH:26]=2)[CH:22]=[CH:23]1. The yield is 0.140. (3) The reactants are [NH:1]1[CH:8]=[CH:7][C:5](=[O:6])[NH:4][C:2]1=[O:3].[C:9]([O:17][CH2:18][C@@H:19]1[C@@H:23]([F:24])[C@:22]([O:26][C:27](=[O:34])[C:28]2[CH:33]=[CH:32][CH:31]=[CH:30][CH:29]=2)([CH3:25])[CH:21](OC(=O)C)[O:20]1)(=[O:16])[C:10]1[CH:15]=[CH:14][CH:13]=[CH:12][CH:11]=1.Cl[Sn](Cl)(Cl)Cl. The catalyst is CC#N.CCOC(C)=O. The product is [C:9]([O:17][CH2:18][C@@H:19]1[C@@H:23]([F:24])[C@:22]([O:26][C:27](=[O:34])[C:28]2[CH:29]=[CH:30][CH:31]=[CH:32][CH:33]=2)([CH3:25])[C@H:21]([N:1]2[CH:8]=[CH:7][C:5](=[O:6])[NH:4][C:2]2=[O:3])[O:20]1)(=[O:16])[C:10]1[CH:15]=[CH:14][CH:13]=[CH:12][CH:11]=1. The yield is 0.670. (4) The reactants are [Cl:1][C:2]1[C:3]2[N:4]([CH:27]=[N:28][CH:29]=2)[C:5]([N:20]2[CH2:24][CH2:23][C@H:22]([O:25]C)[CH2:21]2)=[C:6]([CH:8]([NH:10][C:11]2[N:19]=[CH:18][N:17]=[C:16]3[C:12]=2[N:13]=[CH:14][NH:15]3)[CH3:9])[CH:7]=1.C(Cl)Cl.B(Br)(Br)Br. No catalyst specified. The product is [Cl:1][C:2]1[C:3]2[N:4]([CH:27]=[N:28][CH:29]=2)[C:5]([N:20]2[CH2:24][CH2:23][C@H:22]([OH:25])[CH2:21]2)=[C:6]([CH:8]([NH:10][C:11]2[N:19]=[CH:18][N:17]=[C:16]3[C:12]=2[N:13]=[CH:14][NH:15]3)[CH3:9])[CH:7]=1. The yield is 0.120. (5) The reactants are [CH3:1][O:2][CH:3]([O:33][CH3:34])[C@@:4]1([CH3:32])[C@H:9]([OH:10])[C@@H:8]([N:11]([C:18]2[CH:23]=[CH:22][C:21]([Cl:24])=[CH:20][CH:19]=2)[CH2:12][C:13]2[NH:14][CH:15]=[CH:16][N:17]=2)[C:7]2[CH:25]=[C:26]([N+:29]([O-])=O)[CH:27]=[CH:28][C:6]=2[O:5]1. The catalyst is CO.[Pd]. The product is [NH2:29][C:26]1[CH:27]=[CH:28][C:6]2[O:5][C@:4]([CH:3]([O:33][CH3:34])[O:2][CH3:1])([CH3:32])[C@H:9]([OH:10])[C@@H:8]([N:11]([C:18]3[CH:19]=[CH:20][C:21]([Cl:24])=[CH:22][CH:23]=3)[CH2:12][C:13]3[NH:14][CH:15]=[CH:16][N:17]=3)[C:7]=2[CH:25]=1. The yield is 0.750. (6) The reactants are [C:1]([O:5][C:6]([NH:8][CH2:9][C:10]1([C:23](OCC=C)=O)[CH2:16][CH2:15][CH2:14][C:13]([O:17][CH2:18][CH:19]([CH3:21])[CH3:20])=[CH:12][C:11]1=[O:22])=[O:7])([CH3:4])([CH3:3])[CH3:2].[CH3:29][CH2:30]OC(C)=O. No catalyst specified. The product is [CH2:23]([C@:10]1([CH2:9][NH:8][C:6](=[O:7])[O:5][C:1]([CH3:2])([CH3:4])[CH3:3])[CH2:16][CH2:15][CH2:14][C:13]([O:17][CH2:18][CH:19]([CH3:21])[CH3:20])=[CH:12][C:11]1=[O:22])[CH:29]=[CH2:30]. The yield is 0.700. (7) The reactants are C1CCC(N=C=NC2CCCCC2)CC1.[O:16]1[CH:20]=[CH:19][C:18]([C:21]([OH:23])=[O:22])=[CH:17]1.O[N:25]1[C:29](=[O:30])[CH2:28][CH2:27][C:26]1=[O:31]. The catalyst is C1COCC1. The product is [O:16]1[CH:20]=[CH:19][C:18]([C:21]([O:23][N:25]2[C:29](=[O:30])[CH2:28][CH2:27][C:26]2=[O:31])=[O:22])=[CH:17]1. The yield is 0.430.